Dataset: Forward reaction prediction with 1.9M reactions from USPTO patents (1976-2016). Task: Predict the product of the given reaction. (1) Given the reactants [ClH:1].Cl.C(OC1C=CC(C(N2CCNCC2)CC2(O)CCCCC2)=CC=1OC(F)(F)F)C1C=CC=CC=1.[CH2:37]([O:44][C:45]1[CH:50]=[CH:49][C:48]([CH:51]([C:66]2([OH:72])[CH2:71][CH2:70][CH2:69][CH2:68][CH2:67]2)[CH2:52][N:53]2[CH2:58][CH2:57][N:56](C(OC(C)(C)C)=O)[CH2:55][CH2:54]2)=[CH:47][C:46]=1[O:73][C:74]([F:77])([F:76])[F:75])[C:38]1[CH:43]=[CH:42][CH:41]=[CH:40][CH:39]=1, predict the reaction product. The product is: [ClH:1].[ClH:1].[CH2:37]([O:44][C:45]1[CH:50]=[CH:49][C:48]([CH:51]([C:66]2([OH:72])[CH2:71][CH2:70][CH2:69][CH2:68][CH2:67]2)[CH2:52][N:53]2[CH2:58][CH2:57][NH:56][CH2:55][CH2:54]2)=[CH:47][C:46]=1[O:73][C:74]([F:77])([F:76])[F:75])[C:38]1[CH:39]=[CH:40][CH:41]=[CH:42][CH:43]=1. (2) Given the reactants [C:1]1([C:7]2[C:11]([C:12]([F:15])([F:14])[F:13])=[C:10]([C:16]3[S:17][C:18]4[C:28]5C(=CC(C=C)=[CH:26][CH:27]=5)[CH2:22][CH2:21][C:19]=4[N:20]=3)[O:9][N:8]=2)[CH:6]=[CH:5][CH:4]=[CH:3][CH:2]=1.C[N+]1([O-])CC[O:35][CH2:34]C1.[CH2:39]1[CH2:43][O:42][CH2:41][CH2:40]1, predict the reaction product. The product is: [C:1]1([C:7]2[C:11]([C:12]([F:15])([F:14])[F:13])=[C:10]([C:16]3[S:17][C:18]4[C:28]5[C:41](=[CH:40][C:39]([CH:43]([OH:42])[CH2:34][OH:35])=[CH:26][CH:27]=5)[CH2:22][CH2:21][C:19]=4[N:20]=3)[O:9][N:8]=2)[CH:6]=[CH:5][CH:4]=[CH:3][CH:2]=1.